From a dataset of Forward reaction prediction with 1.9M reactions from USPTO patents (1976-2016). Predict the product of the given reaction. (1) Given the reactants [CH:1]1([CH2:6][OH:7])[CH2:5][CH:4]=[CH:3][CH2:2]1.N1C=CC=CC=1.[C:14](Cl)(=[O:21])[C:15]1[CH:20]=[CH:19][CH:18]=[CH:17][CH:16]=1, predict the reaction product. The product is: [CH:1]1([CH2:6][O:7][C:14](=[O:21])[C:15]2[CH:20]=[CH:19][CH:18]=[CH:17][CH:16]=2)[CH2:5][CH:4]=[CH:3][CH2:2]1. (2) The product is: [CH2:26]([N:28]([CH:29]([CH3:31])[CH3:30])[C:17]([CH:13]1[CH2:14][CH2:15][CH2:16][N:11]([C:9]([O:8][CH2:1][C:2]2[CH:3]=[CH:4][CH:5]=[CH:6][CH:7]=2)=[O:10])[CH2:12]1)=[O:19])[CH3:27]. Given the reactants [CH2:1]([O:8][C:9]([N:11]1[CH2:16][CH2:15][CH2:14][CH:13]([C:17]([OH:19])=O)[CH2:12]1)=[O:10])[C:2]1[CH:7]=[CH:6][CH:5]=[CH:4][CH:3]=1.C(Cl)(=O)C(Cl)=O.[CH2:26]([NH:28][CH:29]([CH3:31])[CH3:30])[CH3:27], predict the reaction product. (3) Given the reactants [CH2:1]([CH:3]([N:6]1[C:18]2[C:17]3[N:16]=[CH:15][CH:14]=[C:13]([C:19]4[C:24]([CH3:25])=[CH:23][C:22]([CH3:26])=[CH:21][C:20]=4[CH3:27])[C:12]=3[N:11]=[C:10]([CH3:28])[C:9]=2[CH2:8][CH2:7]1)[CH2:4][CH3:5])[CH3:2], predict the reaction product. The product is: [CH2:1]([CH:3]([N:6]1[C:18]2[C:17]3[N:16]=[CH:15][CH:14]=[C:13]([C:19]4[C:24]([CH3:25])=[CH:23][C:22]([CH3:26])=[CH:21][C:20]=4[CH3:27])[C:12]=3[N:11]=[C:10]([CH3:28])[C:9]=2[CH:8]=[CH:7]1)[CH2:4][CH3:5])[CH3:2]. (4) Given the reactants [CH3:1][C:2]1[C:6]2[C:7](=[O:20])[N:8]([CH2:12][CH2:13][N:14]3[CH2:19][CH2:18][O:17][CH2:16][CH2:15]3)[CH2:9][CH2:10][CH2:11][C:5]=2[NH:4][C:3]=1[CH:21]=O.[Br:23][C:24]1[CH:25]=[C:26]2[CH2:32][C:31](=[O:33])[NH:30][C:27]2=[N:28][CH:29]=1, predict the reaction product. The product is: [Br:23][C:24]1[CH:25]=[C:26]2[C:32](=[CH:21][C:3]3[NH:4][C:5]4[CH2:11][CH2:10][CH2:9][N:8]([CH2:12][CH2:13][N:14]5[CH2:19][CH2:18][O:17][CH2:16][CH2:15]5)[C:7](=[O:20])[C:6]=4[C:2]=3[CH3:1])[C:31](=[O:33])[NH:30][C:27]2=[N:28][CH:29]=1. (5) The product is: [CH3:1][N:2]([CH:3]1[CH2:7][CH2:6][N:5]([C:8]2[C:13]([CH:14]3[CH2:17][N:16]([C:18]4[CH:27]=[CH:26][C:25]5[C:20](=[CH:21][CH:22]=[CH:23][CH:24]=5)[N:19]=4)[CH2:15]3)=[N:12][CH:11]=[CH:10][N:9]=2)[CH2:4]1)[C:45](=[O:48])[O:46][CH3:47]. Given the reactants [CH3:1][NH:2][CH:3]1[CH2:7][CH2:6][N:5]([C:8]2[C:13]([CH:14]3[CH2:17][N:16]([C:18]4[CH:27]=[CH:26][C:25]5[C:20](=[CH:21][CH:22]=[CH:23][CH:24]=5)[N:19]=4)[CH2:15]3)=[N:12][CH:11]=[CH:10][N:9]=2)[CH2:4]1.N1C=CC=CC=1.N1(C2C=CN=CC=2)CCCC1.[C:45](Cl)(=[O:48])[O:46][CH3:47], predict the reaction product. (6) Given the reactants Cl.[CH2:2]([C:5]1[CH:10]=[CH:9][N:8]=[C:7]([C:11]([OH:13])=[O:12])[CH:6]=1)[CH2:3][CH3:4].[H][H].C([O-])(=O)C, predict the reaction product. The product is: [CH2:2]([CH:5]1[CH2:10][CH2:9][NH:8][CH:7]([C:11]([OH:13])=[O:12])[CH2:6]1)[CH2:3][CH3:4].